This data is from Reaction yield outcomes from USPTO patents with 853,638 reactions. The task is: Predict the reaction yield, written as a fraction of the theoretical maximum amount of product (1.0 means a 100% yield; for example, 0.34 means a 34% yield). (1) The reactants are [C:1]([C:5]1[CH:6]=[C:7]2[C:12](=[C:13]([F:15])[CH:14]=1)[C:11](=[O:16])[N:10]([C:17]1[CH:22]=[CH:21][CH:20]=[C:19]([C:23]3[CH:28]=[C:27]([NH:29][C:30]4[CH:34]=[CH:33][N:32]([CH2:35][C@@H:36]5[CH2:40][O:39]C(C)(C)[O:37]5)[N:31]=4)[C:26](=[O:43])[N:25]([CH3:44])[N:24]=3)[C:18]=1[CH2:45][OH:46])[N:9]=[CH:8]2)([CH3:4])([CH3:3])[CH3:2].Cl.[Cl-].[NH4+]. The catalyst is O1CCCC1. The product is [C:1]([C:5]1[CH:6]=[C:7]2[C:12](=[C:13]([F:15])[CH:14]=1)[C:11](=[O:16])[N:10]([C:17]1[CH:22]=[CH:21][CH:20]=[C:19]([C:23]3[CH:28]=[C:27]([NH:29][C:30]4[CH:34]=[CH:33][N:32]([CH2:35][C@@H:36]([OH:37])[CH2:40][OH:39])[N:31]=4)[C:26](=[O:43])[N:25]([CH3:44])[N:24]=3)[C:18]=1[CH2:45][OH:46])[N:9]=[CH:8]2)([CH3:4])([CH3:2])[CH3:3]. The yield is 0.410. (2) The reactants are [O:1]1[CH:5]=[CH:4][CH:3]=[C:2]1[C:6]1[N:11]=[C:10]([NH2:12])[N:9]=[C:8]2[NH:13][N:14]=[CH:15][C:7]=12.[H-].[Na+].[F:18][C:19]1[CH:26]=[CH:25][CH:24]=[CH:23][C:20]=1[CH2:21]Br. The catalyst is CN(C=O)C. The product is [F:18][C:19]1[CH:26]=[CH:25][CH:24]=[CH:23][C:20]=1[CH2:21][N:13]1[C:8]2=[N:9][C:10]([NH2:12])=[N:11][C:6]([C:2]3[O:1][CH:5]=[CH:4][CH:3]=3)=[C:7]2[CH:15]=[N:14]1. The yield is 0.760. (3) The reactants are [Br:1][C:2]1[CH:3]=[C:4]([NH:10][C:11]2[N:16]=[CH:15][C:14]([C:17]3[CH2:22][CH2:21][N:20](C(OC(C)(C)C)=O)[CH2:19][CH:18]=3)=[CH:13][CH:12]=2)[C:5](=[O:9])[N:6]([CH3:8])[CH:7]=1. The catalyst is Cl.O1CCOCC1. The product is [Br:1][C:2]1[CH:3]=[C:4]([NH:10][C:11]2[CH:12]=[CH:13][C:14]([C:17]3[CH2:22][CH2:21][NH:20][CH2:19][CH:18]=3)=[CH:15][N:16]=2)[C:5](=[O:9])[N:6]([CH3:8])[CH:7]=1. The yield is 0.840. (4) The reactants are [C:1]([C:5]1[CH:21]=[CH:20][C:8]([C:9]([NH:11][C:12]2[CH:16]=[CH:15][S:14][C:13]=2[C:17]([OH:19])=[O:18])=O)=[CH:7][CH:6]=1)([CH3:4])([CH3:3])[CH3:2].C(Cl)(=O)C(Cl)=O. The catalyst is C(Cl)Cl. The product is [C:1]([C:5]1[CH:21]=[CH:20][C:8]([C:9]2[O:18][C:17](=[O:19])[C:13]3[S:14][CH:15]=[CH:16][C:12]=3[N:11]=2)=[CH:7][CH:6]=1)([CH3:4])([CH3:3])[CH3:2]. The yield is 0.960. (5) The reactants are [CH3:1][O:2][C:3]1[CH:19]=[CH:18][C:6]([CH2:7][N:8]2[CH2:13][CH2:12][CH2:11][CH:10]([C:14](=O)[CH2:15][CH3:16])[CH2:9]2)=[CH:5][CH:4]=1.[OH-].[K+].O.NN.[NH4+].[Cl-]. The catalyst is C(O)COCCO. The product is [CH3:1][O:2][C:3]1[CH:4]=[CH:5][C:6]([CH2:7][N:8]2[CH2:13][CH2:12][CH2:11][CH:10]([CH2:14][CH2:15][CH3:16])[CH2:9]2)=[CH:18][CH:19]=1. The yield is 0.400.